This data is from Full USPTO retrosynthesis dataset with 1.9M reactions from patents (1976-2016). The task is: Predict the reactants needed to synthesize the given product. (1) Given the product [Cl:1][C:2]1[C:3]([C:8]2[CH:9]=[C:10]3[C:14](=[CH:15][CH:16]=2)[NH:13][N:12]=[C:11]3[NH:25][C:26]2[CH:31]=[N:30][CH:29]=[CH:28][N:27]=2)=[N:4][CH:5]=[CH:6][CH:7]=1, predict the reactants needed to synthesize it. The reactants are: [Cl:1][C:2]1[C:3]([C:8]2[CH:9]=[C:10]3[C:14](=[CH:15][CH:16]=2)[N:13](COCC[Si](C)(C)C)[N:12]=[C:11]3[NH:25][C:26]2[CH:31]=[N:30][CH:29]=[CH:28][N:27]=2)=[N:4][CH:5]=[CH:6][CH:7]=1.Cl.C(=O)([O-])O.[Na+]. (2) Given the product [CH2:17]([O:16][C:9](=[O:15])[CH2:10][CH2:11][C:12](=[O:13])[CH:14]=[CH:1][C:2]1[CH:7]=[CH:6][CH:5]=[CH:4][CH:3]=1)[CH3:18], predict the reactants needed to synthesize it. The reactants are: [CH:1](=O)[C:2]1[CH:7]=[CH:6][CH:5]=[CH:4][CH:3]=1.[C:9]([O:16][CH2:17][CH3:18])(=[O:15])[CH2:10][CH2:11][C:12]([CH3:14])=[O:13].C(O)(=O)C.N1CCCCC1.